This data is from Catalyst prediction with 721,799 reactions and 888 catalyst types from USPTO. The task is: Predict which catalyst facilitates the given reaction. Reactant: [H-].[Na+].[CH:3]1([CH2:9][CH2:10][CH2:11][CH2:12][C:13]2[NH:17][C:16]3[CH:18]=[CH:19][CH:20]=[CH:21][C:15]=3[N:14]=2)[CH2:8][CH2:7][CH2:6][CH2:5][CH2:4]1.[CH3:22][CH2:23][O:24][C:25]([CH2:27]Br)=[O:26]. The catalyst class is: 1. Product: [CH:3]1([CH2:9][CH2:10][CH2:11][CH2:12][C:13]2[N:14]([CH2:27][C:25]([O:24][CH2:23][CH3:22])=[O:26])[C:15]3[CH:21]=[CH:20][CH:19]=[CH:18][C:16]=3[N:17]=2)[CH2:8][CH2:7][CH2:6][CH2:5][CH2:4]1.